From a dataset of Forward reaction prediction with 1.9M reactions from USPTO patents (1976-2016). Predict the product of the given reaction. (1) Given the reactants [NH:1]1[C:5]([C:6]2[CH:11]=[CH:10][CH:9]=[CH:8][C:7]=2[C:12]2[CH:17]=[CH:16][C:15]([CH2:18][C:19]3[C:20](=[O:51])[N:21]([C:30]4[N:35]=[CH:34][C:33]([O:36][CH:37]5[CH2:42][CH2:41][CH:40]([O:43][Si](C(C)(C)C)(C)C)[CH2:39][CH2:38]5)=[CH:32][N:31]=4)[C:22]([CH3:29])=[N:23][C:24]=3[CH2:25][CH2:26][CH2:27][CH3:28])=[CH:14][CH:13]=2)=[N:4][N:3]=[N:2]1.Cl, predict the reaction product. The product is: [NH:4]1[C:5]([C:6]2[CH:11]=[CH:10][CH:9]=[CH:8][C:7]=2[C:12]2[CH:17]=[CH:16][C:15]([CH2:18][C:19]3[C:20](=[O:51])[N:21]([C:30]4[N:35]=[CH:34][C:33]([O:36][CH:37]5[CH2:38][CH2:39][CH:40]([OH:43])[CH2:41][CH2:42]5)=[CH:32][N:31]=4)[C:22]([CH3:29])=[N:23][C:24]=3[CH2:25][CH2:26][CH2:27][CH3:28])=[CH:14][CH:13]=2)=[N:1][N:2]=[N:3]1. (2) Given the reactants [C:1]([C:3]1[CH:4]=[C:5]([N:10]([C:14]2[N:15]([CH2:25][C:26]3[CH:31]=[C:30]([NH:32]CC4C=CC(OC)=CC=4)[N:29]=[C:28]([F:42])[CH:27]=3)[C:16](=[O:24])[NH:17][C:18](=[O:23])[C:19]=2[CH:20]([CH3:22])[CH3:21])[C:11](=[O:13])[CH3:12])[CH:6]=[C:7]([CH3:9])[CH:8]=1)#[N:2].C(O)(=O)C.[N+]([O-])([O-])=O.[NH4+], predict the reaction product. The product is: [NH2:32][C:30]1[CH:31]=[C:26]([CH2:25][N:15]2[C:14]([N:10]([C:5]3[CH:6]=[C:7]([CH3:9])[CH:8]=[C:3]([C:1]#[N:2])[CH:4]=3)[C:11](=[O:13])[CH3:12])=[C:19]([CH:20]([CH3:22])[CH3:21])[C:18](=[O:23])[NH:17][C:16]2=[O:24])[CH:27]=[C:28]([F:42])[N:29]=1. (3) Given the reactants C(N(CC)C(C)C)(C)C.[CH2:10]([O:12][C:13]([N:15]=[C:16]=[O:17])=[O:14])C.[Si]([O:25][C:26]1[CH:31]=[C:30]([O:32][Si](C(C)(C)C)(C)C)[CH:29]=[CH:28][C:27]=1[C@H:40]1[CH2:45][CH2:44][C@H:43]([OH:46])[CH2:42][CH2:41]1)(C(C)(C)C)(C)C, predict the reaction product. The product is: [C:16]([NH:15][C:13]([O:12][CH3:10])=[O:14])([O:46][C@H:43]1[CH2:42][CH2:41][C@H:40]([C:27]2[CH:28]=[CH:29][C:30]([OH:32])=[CH:31][C:26]=2[OH:25])[CH2:45][CH2:44]1)=[O:17]. (4) Given the reactants Br[C:2]1[C:3]2[N:4]([N:8]=[C:9]([Cl:11])[N:10]=2)[CH:5]=[CH:6][CH:7]=1.[CH3:12][O:13][C:14]1[CH:19]=[CH:18][C:17]([C:20]([F:23])([F:22])[F:21])=[CH:16][C:15]=1B(O)O, predict the reaction product. The product is: [Cl:11][C:9]1[N:10]=[C:3]2[CH:2]=[CH:7][CH:6]=[C:5]([C:15]3[CH:16]=[C:17]([C:20]([F:23])([F:22])[F:21])[CH:18]=[CH:19][C:14]=3[O:13][CH3:12])[N:4]2[N:8]=1. (5) Given the reactants [CH2:1]([N:3]1[CH2:8][CH2:7][O:6][CH2:5][CH2:4]1)[CH3:2].[CH3:9][Al:10]([CH3:12])[CH3:11], predict the reaction product. The product is: [CH3:9][Al:10]([CH3:12])[CH3:11].[CH2:1]([N:3]1[CH2:8][CH2:7][O:6][CH2:5][CH2:4]1)[CH3:2]. (6) The product is: [F:1][C:2]1[CH:3]=[C:4]([CH:18]=[CH:19][C:20]=1[NH:21][C:22]([NH:24][C:25]1[CH:30]=[C:29]([CH3:31])[CH:28]=[CH:27][C:26]=1[F:32])=[O:23])[O:5][C:6]1[CH:11]=[CH:10][N:9]=[C:8]2[CH:12]=[C:13]([C:15]([N:69]3[CH2:68][CH2:67][N:66]([CH2:72][C:73]([O:75][CH2:76][CH3:77])=[O:74])[CH2:71][CH2:70]3)=[O:17])[S:14][C:7]=12. Given the reactants [F:1][C:2]1[CH:3]=[C:4]([CH:18]=[CH:19][C:20]=1[NH:21][C:22]([NH:24][C:25]1[CH:30]=[C:29]([CH3:31])[CH:28]=[CH:27][C:26]=1[F:32])=[O:23])[O:5][C:6]1[CH:11]=[CH:10][N:9]=[C:8]2[CH:12]=[C:13]([C:15]([OH:17])=O)[S:14][C:7]=12.CN(C(ON1N=NC2C=CC=NC1=2)=[N+](C)C)C.F[P-](F)(F)(F)(F)F.C(N(CC)C(C)C)(C)C.[N:66]1([CH2:72][C:73]([O:75][CH2:76][CH3:77])=[O:74])[CH2:71][CH2:70][NH:69][CH2:68][CH2:67]1, predict the reaction product. (7) Given the reactants [Cl:1][C:2]1[CH:11]=[CH:10][CH:9]=[C:8]2[C:3]=1[C:4](=[O:22])[N:5]([C:14]1[CH:19]=[CH:18][CH:17]=[CH:16][C:15]=1OC)[C:6]([CH2:12]Cl)=[N:7]2.O.[SH:24][C:25]1[N:33]=[CH:32][N:31]=[C:30]2[C:26]=1[NH:27][CH:28]=[N:29]2.C([O-])([O-])=O.[K+].[K+], predict the reaction product. The product is: [C:15]1([C:2]2[CH:11]=[CH:10][CH:9]=[CH:8][CH:3]=2)[CH:16]=[CH:17][CH:18]=[CH:19][C:14]=1[N:5]1[C:4](=[O:22])[C:3]2[C:8](=[CH:9][CH:10]=[CH:11][C:2]=2[Cl:1])[N:7]=[C:6]1[CH2:12][S:24][C:25]1[N:33]=[CH:32][N:31]=[C:30]2[C:26]=1[N:27]=[CH:28][NH:29]2. (8) Given the reactants [N:1]1[CH:6]=[CH:5][CH:4]=[C:3]([NH2:7])[N:2]=1.C[C:9]([N:11]([CH3:13])[CH3:12])=O, predict the reaction product. The product is: [CH3:9][N:11]([CH3:13])[CH:12]=[N:7][C:3]1[N:2]=[N:1][CH:6]=[CH:5][CH:4]=1. (9) The product is: [CH2:22]([O:21][C:18]1[CH:17]=[CH:16][C:15]([CH2:14][CH2:13][CH2:12][N:51]2[CH2:52][CH2:53][C:48]([F:54])([F:47])[CH2:49][CH2:50]2)=[CH:20][CH:19]=1)[C:23]1[CH:24]=[CH:25][CH:26]=[CH:27][CH:28]=1. Given the reactants CC1C=CC(S(O[CH2:12][CH2:13][CH2:14][C:15]2[CH:20]=[CH:19][C:18]([O:21][CH2:22][C:23]3[CH:28]=[CH:27][CH:26]=[CH:25][CH:24]=3)=[CH:17][CH:16]=2)(=O)=O)=CC=1.C(=O)([O-])[O-].[K+].[K+].S(C1C=CC(C)=CC=1)([O-])(=O)=O.Cl.[F:47][C:48]1([F:54])[CH2:53][CH2:52][NH:51][CH2:50][CH2:49]1, predict the reaction product. (10) Given the reactants C([O:8][C:9]1[CH:14]=[CH:13][C:12]2[C:15]3([CH2:38][O:39][C:11]=2[CH:10]=1)[C:23]1[C:18](=[CH:19][CH:20]=[CH:21][CH:22]=1)[N:17](C(C1C=CC=CC=1)C1C=CC=CC=1)[C:16]3=[O:37])C1C=CC=CC=1.[H][H], predict the reaction product. The product is: [OH:8][C:9]1[CH:14]=[CH:13][C:12]2[C:15]3([CH2:38][O:39][C:11]=2[CH:10]=1)[C:23]1[C:18](=[CH:19][CH:20]=[CH:21][CH:22]=1)[NH:17][C:16]3=[O:37].